This data is from Catalyst prediction with 721,799 reactions and 888 catalyst types from USPTO. The task is: Predict which catalyst facilitates the given reaction. (1) Reactant: [CH3:1][O:2][C:3]1[CH:8]=[CH:7][C:6]([CH2:9][C:10]([OH:12])=O)=[CH:5][CH:4]=1.[NH2:13][C:14]1[CH:18]=[CH:17][NH:16][C:15]=1[C:19]([O:21][CH2:22][CH3:23])=[O:20].C(N(CC)CC)C.C1CCC(N=C=NC2CCCCC2)CC1. Product: [CH3:1][O:2][C:3]1[CH:4]=[CH:5][C:6]([CH2:9][C:10]([NH:13][C:14]2[CH:18]=[CH:17][NH:16][C:15]=2[C:19]([O:21][CH2:22][CH3:23])=[O:20])=[O:12])=[CH:7][CH:8]=1. The catalyst class is: 10. (2) Reactant: [CH3:1][CH2:2][C:3](=[O:6])[CH2:4][CH3:5].O.C1(C)C=CC(S(O)(=O)=O)=CC=1.[CH:19]1([NH:25][C:26]2[CH:35]=[C:34]3[C:29]([C:30](=[O:46])[C:31]([C:41]([O:43][CH2:44][CH3:45])=[O:42])=[CH:32][N:33]3[CH:36]([CH2:39]O)[CH2:37][OH:38])=[CH:28][C:27]=2[F:47])[CH2:24][CH2:23][CH2:22][CH2:21][CH2:20]1. Product: [CH:19]1([NH:25][C:26]2[CH:35]=[C:34]3[C:29]([C:30](=[O:46])[C:31]([C:41]([O:43][CH2:44][CH3:45])=[O:42])=[CH:32][N:33]3[CH:36]3[CH2:37][O:38][C:3]([CH2:4][CH3:5])([CH2:2][CH3:1])[O:6][CH2:39]3)=[CH:28][C:27]=2[F:47])[CH2:20][CH2:21][CH2:22][CH2:23][CH2:24]1. The catalyst class is: 48. (3) Reactant: Cl.[N:2]1[CH:7]=[CH:6][CH:5]=[CH:4][C:3]=1[N:8]([CH2:32][CH2:33][C:34]([O:36][CH3:37])=[O:35])[C:9]([C:11]1[CH:31]=[CH:30][C:14]2[N:15]([CH3:29])[C:16]([CH2:18][NH:19][C:20]3[CH:25]=[CH:24][C:23]([C:26](=[NH:28])[NH2:27])=[CH:22][CH:21]=3)=[N:17][C:13]=2[CH:12]=1)=[O:10].Cl[C:39]([O:41][CH2:42][CH2:43][CH2:44][CH2:45][CH3:46])=[O:40]. Product: [N:2]1[CH:7]=[CH:6][CH:5]=[CH:4][C:3]=1[N:8]([CH2:32][CH2:33][C:34]([O:36][CH3:37])=[O:35])[C:9]([C:11]1[CH:31]=[CH:30][C:14]2[N:15]([CH3:29])[C:16]([CH2:18][NH:19][C:20]3[CH:25]=[CH:24][C:23]([C:26](=[NH:27])[NH:28][C:39]([O:41][CH2:42][CH2:43][CH2:44][CH2:45][CH3:46])=[O:40])=[CH:22][CH:21]=3)=[N:17][C:13]=2[CH:12]=1)=[O:10]. The catalyst class is: 98. (4) Reactant: [C:1]1([OH:11])[C:10]2[C:5](=[CH:6][CH:7]=[CH:8][CH:9]=2)[CH:4]=[CH:3][CH:2]=1.[Br-].[Br-].[Br-].[CH2:15]([NH+](CCCC)CCCC)[CH2:16][CH2:17]C.C([NH+](CCCC)CCCC)CCC.C([NH+](CCCC)CCCC)CCC.[CH2:54]([Br:61])[C:55]1[CH:60]=[CH:59][CH:58]=[CH:57][CH:56]=1.C(=O)([O-])[O-].[K+].[K+]. Product: [Br:61][C:4]1[C:5]2[C:10](=[CH:9][CH:8]=[CH:7][CH:6]=2)[C:1]([OH:11])=[CH:2][CH:3]=1.[Br:61][C:54]1[C:55]2[C:60](=[CH:59][CH:58]=[CH:57][CH:56]=2)[C:17]([O:11][CH2:1][C:10]2[CH:5]=[CH:6][CH:7]=[CH:8][CH:9]=2)=[CH:16][CH:15]=1. The catalyst class is: 10. (5) Reactant: [F:1][C:2]1[C:7]([F:8])=[CH:6][CH:5]=[CH:4][C:3]=1[CH2:9][C:10]([OH:12])=O.C[Si]([N-][Si](C)(C)C)(C)C.[Li+].[NH:23]1[C:27]2=[N:28][CH:29]=[CH:30][CH:31]=[C:26]2[C:25](C(OCC)=O)=[N:24]1.N1C2=NC=CC=C2C(C(OC(C)C)=O)=N1. Product: [F:1][C:2]1[C:7]([F:8])=[CH:6][CH:5]=[CH:4][C:3]=1[CH2:9][C:10]([C:25]1[C:26]2[C:27](=[N:28][CH:29]=[CH:30][CH:31]=2)[NH:23][N:24]=1)=[O:12]. The catalyst class is: 1. (6) The catalyst class is: 9. Reactant: [O:1]=[C:2]1[C:7]2[CH:8]=[CH:9][CH:10]=[CH:11][C:6]=2[S:5][C:4]([C:12]2[N:17]=[C:16]([CH2:18][CH2:19][C:20]([OH:22])=O)[CH:15]=[CH:14][CH:13]=2)=[N:3]1.[C:23]([O:27][C:28](=[O:31])[CH2:29][NH2:30])([CH3:26])([CH3:25])[CH3:24].CCN=C=NCCCN(C)C.C1C=CC2N(O)N=NC=2C=1. Product: [O:1]=[C:2]1[C:7]2[CH:8]=[CH:9][CH:10]=[CH:11][C:6]=2[S:5][C:4]([C:12]2[N:17]=[C:16]([CH2:18][CH2:19][C:20]([NH:30][CH2:29][C:28]([O:27][C:23]([CH3:26])([CH3:25])[CH3:24])=[O:31])=[O:22])[CH:15]=[CH:14][CH:13]=2)=[N:3]1.